This data is from Forward reaction prediction with 1.9M reactions from USPTO patents (1976-2016). The task is: Predict the product of the given reaction. (1) The product is: [Cl:1][C:2]1[CH:3]=[C:4]([C:8]2[N:9]([CH2:19][C:20]3[CH:25]=[C:24]([Cl:26])[CH:23]=[CH:22][C:21]=3[Cl:27])[C:10]([C:15]([O:17][CH3:18])=[O:16])=[C:11]([C:13]#[CH:28])[N:12]=2)[CH:5]=[N:6][CH:7]=1. Given the reactants [Cl:1][C:2]1[CH:3]=[C:4]([C:8]2[N:9]([CH2:19][C:20]3[CH:25]=[C:24]([Cl:26])[CH:23]=[CH:22][C:21]=3[Cl:27])[C:10]([C:15]([O:17][CH3:18])=[O:16])=[C:11]([CH:13]=O)[N:12]=2)[CH:5]=[N:6][CH:7]=1.[C:28](=O)([O-])[O-].[K+].[K+].[N+](=C(P(=O)(OC)OC)C(=O)C)=[N-].O, predict the reaction product. (2) Given the reactants C([O:3][C:4](=[O:45])[CH2:5][CH2:6][CH2:7][O:8][C:9]1[CH:14]=[CH:13][CH:12]=[C:11]([CH2:15][CH2:16][CH2:17][CH2:18][CH2:19][CH2:20][O:21][C:22]2[CH:23]=[C:24]([C:31]3[CH:36]=[CH:35][C:34]([Cl:37])=[CH:33][CH:32]=3)[CH:25]=[C:26]([O:28][CH2:29][CH3:30])[CH:27]=2)[C:10]=1[CH2:38][CH2:39][C:40]([O:42]CC)=[O:41])C.[OH-].[Na+], predict the reaction product. The product is: [C:40]([CH2:39][CH2:38][C:10]1[C:11]([CH2:15][CH2:16][CH2:17][CH2:18][CH2:19][CH2:20][O:21][C:22]2[CH:23]=[C:24]([C:31]3[CH:32]=[CH:33][C:34]([Cl:37])=[CH:35][CH:36]=3)[CH:25]=[C:26]([O:28][CH2:29][CH3:30])[CH:27]=2)=[CH:12][CH:13]=[CH:14][C:9]=1[O:8][CH2:7][CH2:6][CH2:5][C:4]([OH:45])=[O:3])([OH:42])=[O:41]. (3) Given the reactants NC(N)=S.[CH3:5][N:6]([CH3:19])[S:7]([C:10]1[C:15]([Cl:16])=[CH:14][CH:13]=[C:12]([NH2:17])[C:11]=1[OH:18])(=[O:9])=[O:8].[CH3:20][C:21]1[C:26]([F:27])=[CH:25][CH:24]=[CH:23][C:22]=1[N:28]=[C:29]=[S:30], predict the reaction product. The product is: [Cl:16][C:15]1[CH:14]=[CH:13][C:12]([NH:17][C:29]([NH:28][C:22]2[CH:23]=[CH:24][CH:25]=[C:26]([F:27])[C:21]=2[CH3:20])=[S:30])=[C:11]([OH:18])[C:10]=1[S:7]([N:6]([CH3:19])[CH3:5])(=[O:9])=[O:8]. (4) Given the reactants [F:1][C:2]([F:13])([F:12])[C:3]1[N:8]=[CH:7][C:6](B(O)O)=[CH:5][N:4]=1.Br[C:15]1[CH:16]=[C:17]([CH2:22][NH:23][C:24]([C@@H:26]2[C@@H:31]3[C@@H:29]([C:30]3([CH3:33])[CH3:32])[CH2:28][N:27]2[S:34]([C:37]2[CH:42]=[CH:41][C:40]([F:43])=[CH:39][CH:38]=2)(=[O:36])=[O:35])=[O:25])[CH:18]=[CH:19][C:20]=1[F:21].C(=O)([O-])[O-].[Cs+].[Cs+], predict the reaction product. The product is: [F:21][C:20]1[CH:15]=[CH:16][C:17]([CH2:22][NH:23][C:24]([C@H:26]2[N:27]([S:34]([C:37]3[CH:42]=[CH:41][C:40]([F:43])=[CH:39][CH:38]=3)(=[O:35])=[O:36])[CH2:28][C@H:29]3[C@@H:31]2[C:30]3([CH3:33])[CH3:32])=[O:25])=[CH:18][C:19]=1[C:6]1[CH:5]=[N:4][C:3]([C:2]([F:13])([F:12])[F:1])=[N:8][CH:7]=1.